From a dataset of Forward reaction prediction with 1.9M reactions from USPTO patents (1976-2016). Predict the product of the given reaction. (1) Given the reactants Br[C:2]1[CH:12]=[C:11]([CH3:13])[C:5]2[N:6]=[C:7]([NH2:10])[N:8]=[N:9][C:4]=2[CH:3]=1.[N+:14]([C:17]1[CH:18]=[C:19](B(O)O)[CH:20]=[CH:21][CH:22]=1)([O-:16])=[O:15].C(=O)([O-])[O-].[Na+].[Na+], predict the reaction product. The product is: [CH3:13][C:11]1[C:5]2[N:6]=[C:7]([NH2:10])[N:8]=[N:9][C:4]=2[CH:3]=[C:2]([C:21]2[CH:20]=[CH:19][CH:18]=[C:17]([N+:14]([O-:16])=[O:15])[CH:22]=2)[CH:12]=1. (2) Given the reactants C([O:3][C:4]([C:6]1[CH:7]([C:19]([F:22])([F:21])[F:20])[O:8][C:9]2[CH:17]=[CH:16][C:15]([Cl:18])=[CH:14][C:10]=2[C:11]=1[CH:12]=[CH2:13])=[O:5])C.[H][H], predict the reaction product. The product is: [Cl:18][C:15]1[CH:16]=[CH:17][C:9]2[O:8][CH:7]([C:19]([F:21])([F:20])[F:22])[C:6]([C:4]([OH:5])=[O:3])=[C:11]([CH2:12][CH3:13])[C:10]=2[CH:14]=1. (3) Given the reactants Br[C:2]1[N:3]=[C:4]([N:16]2[CH2:21][CH2:20][NH:19][CH2:18][CH2:17]2)[N:5]([CH2:8][O:9][CH2:10][CH2:11][Si:12]([CH3:15])([CH3:14])[CH3:13])[C:6]=1Br.[F:22][C:23]1[CH:24]=[C:25](B(O)O)[CH:26]=[C:27]([F:30])[C:28]=1[F:29], predict the reaction product. The product is: [F:22][C:23]1[CH:24]=[C:25]([C:2]2[N:3]=[C:4]([N:16]3[CH2:21][CH2:20][NH:19][CH2:18][CH2:17]3)[N:5]([CH2:8][O:9][CH2:10][CH2:11][Si:12]([CH3:15])([CH3:14])[CH3:13])[C:6]=2[C:25]2[CH:24]=[C:23]([F:22])[C:28]([F:29])=[C:27]([F:30])[CH:26]=2)[CH:26]=[C:27]([F:30])[C:28]=1[F:29]. (4) Given the reactants Cl[C:2]1[CH:7]=[C:6]([C:8]2[CH:13]=[C:12]([C:14]3[CH:19]=[CH:18][C:17]([C:20]([F:23])([F:22])[F:21])=[CH:16][CH:15]=3)[CH:11]=[C:10]([CH3:24])[N:9]=2)[CH:5]=[CH:4][N:3]=1.[NH2:25][C:26]1[N:31]=[CH:30][C:29](B2OC(C)(C)C(C)(C)O2)=[CH:28][N:27]=1, predict the reaction product. The product is: [CH3:24][C:10]1[N:9]=[C:8]([C:6]2[CH:5]=[CH:4][N:3]=[C:2]([C:29]3[CH:28]=[N:27][C:26]([NH2:25])=[N:31][CH:30]=3)[CH:7]=2)[CH:13]=[C:12]([C:14]2[CH:19]=[CH:18][C:17]([C:20]([F:23])([F:22])[F:21])=[CH:16][CH:15]=2)[CH:11]=1. (5) Given the reactants [F:1][C:2]1[CH:7]=[C:6]([F:8])[CH:5]=[CH:4][C:3]=1[N:9]1[C:13]([C:14]2[S:23][C:22]3[C:21]4[CH:24]=[C:25]([C:28]([OH:30])=O)[CH:26]=[CH:27][C:20]=4[O:19][CH2:18][CH2:17][C:16]=3[CH:15]=2)=[N:12][CH:11]=[N:10]1.CN(C(ON1N=NC2C=CC=NC1=2)=[N+](C)C)C.F[P-](F)(F)(F)(F)F.C(N(C(C)C)CC)(C)C.[CH2:64]([CH2:66][NH2:67])[OH:65], predict the reaction product. The product is: [F:1][C:2]1[CH:7]=[C:6]([F:8])[CH:5]=[CH:4][C:3]=1[N:9]1[C:13]([C:14]2[S:23][C:22]3[C:21]4[CH:24]=[C:25]([C:28]([NH:67][CH2:66][CH2:64][OH:65])=[O:30])[CH:26]=[CH:27][C:20]=4[O:19][CH2:18][CH2:17][C:16]=3[CH:15]=2)=[N:12][CH:11]=[N:10]1. (6) Given the reactants [C:1]([O:5][C:6]([N:8]1[CH2:13][CH:12]=[C:11]([C:14]2[C:22]3[O:21][C:20]([C:23]#[N:24])=[C:19]([CH2:25][C:26]4[CH:31]=[CH:30][CH:29]=[CH:28][CH:27]=4)[C:18]=3[CH:17]=[C:16]([CH3:32])[CH:15]=2)[CH2:10][CH2:9]1)=[O:7])([CH3:4])([CH3:3])[CH3:2], predict the reaction product. The product is: [C:1]([O:5][C:6]([N:8]1[CH2:9][CH2:10][CH:11]([C:14]2[C:22]3[O:21][C:20]([C:23]#[N:24])=[C:19]([CH2:25][C:26]4[CH:27]=[CH:28][CH:29]=[CH:30][CH:31]=4)[C:18]=3[CH:17]=[C:16]([CH3:32])[CH:15]=2)[CH2:12][CH2:13]1)=[O:7])([CH3:4])([CH3:3])[CH3:2].